From a dataset of Full USPTO retrosynthesis dataset with 1.9M reactions from patents (1976-2016). Predict the reactants needed to synthesize the given product. (1) Given the product [Cl:5][C:25]1[CH:26]=[CH:27][C:28]([CH2:36][NH:34][C:18]([C:13]2[C:14](=[O:17])[C:15]3[S:16][C:8]([CH2:7][OH:6])=[CH:9][C:10]=3[N:11]([CH3:23])[CH:12]=2)=[O:20])=[CH:29][CH:32]=1, predict the reactants needed to synthesize it. The reactants are: CS([Cl:5])(=O)=O.[OH:6][CH2:7][C:8]1[S:16][C:15]2[C:14](=[O:17])[C:13]([C:18]([O:20]CC)=O)=[CH:12][N:11]([CH3:23])[C:10]=2[CH:9]=1.N1[C:29](C)=[CH:28][C:27](C)=[CH:26][C:25]=1[CH3:32].C[N:34]([CH:36]=O)C. (2) The reactants are: C1(P(=O)(C2C=CC=CC=2)C2C=CC=CC=2)C=CC=CC=1.FC(F)(F)S(OS(C(F)(F)F)(=O)=O)(=O)=O.[CH2:36]([O:38][C:39](=[O:50])[CH2:40][C:41]([C:43]1[CH:48]=[CH:47][C:46]([F:49])=[CH:45][CH:44]=1)=O)[CH3:37].C(N(CC)CC)C. Given the product [CH2:36]([O:38][C:39](=[O:50])[C:40]#[C:41][C:43]1[CH:44]=[CH:45][C:46]([F:49])=[CH:47][CH:48]=1)[CH3:37], predict the reactants needed to synthesize it. (3) Given the product [NH2:17][C:9]1[CH:10]=[C:11]([CH:15]=[CH:16][C:8]=1[N:3]1[CH2:4][CH2:5][CH2:6][CH2:7][CH:2]1[CH3:1])[C:12]([OH:14])=[O:13], predict the reactants needed to synthesize it. The reactants are: [CH3:1][CH:2]1[CH2:7][CH2:6][CH2:5][CH2:4][N:3]1[C:8]1[CH:16]=[CH:15][C:11]([C:12]([OH:14])=[O:13])=[CH:10][C:9]=1[N+:17]([O-])=O.[H][H].